Dataset: Full USPTO retrosynthesis dataset with 1.9M reactions from patents (1976-2016). Task: Predict the reactants needed to synthesize the given product. (1) Given the product [C:1]([O:5][C:6]([N:8]1[CH2:12][CH2:11][CH:10]([CH2:13][NH:14][C:15]2[C:20]([C:21]([OH:23])=[O:22])=[CH:19][N:18]=[C:17]([Cl:26])[N:16]=2)[CH2:9]1)=[O:7])([CH3:4])([CH3:2])[CH3:3], predict the reactants needed to synthesize it. The reactants are: [C:1]([O:5][C:6]([N:8]1[CH2:12][CH2:11][CH:10]([CH2:13][NH:14][C:15]2[C:20]([C:21]([O:23]CC)=[O:22])=[CH:19][N:18]=[C:17]([Cl:26])[N:16]=2)[CH2:9]1)=[O:7])([CH3:4])([CH3:3])[CH3:2].[OH-].[Na+].Cl.O. (2) Given the product [CH:6]1([CH:7]([NH:21][C:22]2[CH:30]=[CH:29][C:25]([C:26]([N:32]([CH3:31])[CH2:33][CH2:34][C:35]([OH:37])=[O:36])=[O:28])=[CH:24][CH:23]=2)[C:8]2[CH:12]=[C:11]([C:13]3[CH:18]=[CH:17][CH:16]=[CH:15][CH:14]=3)[O:10][C:9]=2[CH2:19][CH3:20])[CH2:1][CH2:2][CH2:3][CH2:4]1, predict the reactants needed to synthesize it. The reactants are: [CH:1]1([CH2:6][CH:7]([NH:21][C:22]2[CH:30]=[CH:29][C:25]([C:26]([OH:28])=O)=[CH:24][CH:23]=2)[C:8]2[CH:12]=[C:11]([C:13]3[CH:18]=[CH:17][CH:16]=[CH:15][CH:14]=3)[O:10][C:9]=2[CH2:19][CH3:20])C[CH2:4][CH2:3][CH2:2]1.[CH3:31][NH:32][CH2:33][CH2:34][C:35]([O:37]CC)=[O:36].Cl.C(N=C=NCCCN(C)C)C.O.OC1C2N=NNC=2C=CC=1.